Dataset: Reaction yield outcomes from USPTO patents with 853,638 reactions. Task: Predict the reaction yield, written as a fraction of the theoretical maximum amount of product (1.0 means a 100% yield; for example, 0.34 means a 34% yield). (1) The reactants are [Cl:1][C:2]1[CH:3]=[C:4]([C:8]2[N:13]=[C:12]3[CH2:14][CH2:15][CH2:16][C:11]3=[C:10]([NH:17][C:18]3[N:23]=[CH:22][C:21]([CH2:24][C:25](OCC)=[O:26])=[CH:20][CH:19]=3)[CH:9]=2)[CH:5]=[CH:6][CH:7]=1.[NH3:30]. The catalyst is CO. The product is [ClH:1].[Cl:1][C:2]1[CH:3]=[C:4]([C:8]2[N:13]=[C:12]3[CH2:14][CH2:15][CH2:16][C:11]3=[C:10]([NH:17][C:18]3[N:23]=[CH:22][C:21]([CH2:24][C:25]([NH2:30])=[O:26])=[CH:20][CH:19]=3)[CH:9]=2)[CH:5]=[CH:6][CH:7]=1. The yield is 0.750. (2) The reactants are [NH2:1][C@H:2]([CH2:7][CH3:8])[C:3]([O:5][CH3:6])=[O:4].[C:9]1(=O)[CH2:13][CH2:12][CH2:11][CH2:10]1.C([O-])(=O)C.[Na+].C(O[BH-](OC(=O)C)OC(=O)C)(=O)C.[Na+].C(=O)(O)[O-].[Na+]. The catalyst is C(Cl)Cl. The product is [CH:9]1([NH:1][C@H:2]([CH2:7][CH3:8])[C:3]([O:5][CH3:6])=[O:4])[CH2:13][CH2:12][CH2:11][CH2:10]1. The yield is 0.950. (3) The reactants are C([O-])([O-])=O.[K+].[K+].[F:7][C:8]1[CH:13]=[C:12]([OH:14])[C:11]([OH:15])=[C:10]([N+:16]([O-:18])=[O:17])[CH:9]=1.Br[CH2:20][CH2:21]Br. The catalyst is CN(C=O)C.C(OCC)(=O)C. The product is [F:7][C:8]1[CH:9]=[C:10]([N+:16]([O-:18])=[O:17])[C:11]2[O:15][CH2:21][CH2:20][O:14][C:12]=2[CH:13]=1. The yield is 0.850. (4) The reactants are C(OC([N:8]1[CH2:13][CH2:12][C@H:11]([C:14]2[CH:19]=[CH:18][C:17]([O:20][CH2:21][CH2:22][O:23][C:24]3[C:29]([Cl:30])=[CH:28][C:27]([CH3:31])=[CH:26][C:25]=3[Cl:32])=[CH:16][CH:15]=2)[C@@H:10]([C:33](=[O:50])[N:34]([CH2:38][C:39]2[CH:44]=[C:43]([CH2:45][CH2:46][O:47][CH3:48])[CH:42]=[CH:41][C:40]=2[Cl:49])[CH:35]2[CH2:37][CH2:36]2)[CH2:9]1)=O)(C)(C)C.Cl.[OH-].[Na+]. The catalyst is C(Cl)Cl. The product is [Cl:49][C:40]1[CH:41]=[CH:42][C:43]([CH2:45][CH2:46][O:47][CH3:48])=[CH:44][C:39]=1[CH2:38][N:34]([CH:35]1[CH2:37][CH2:36]1)[C:33]([C@@H:10]1[C@@H:11]([C:14]2[CH:19]=[CH:18][C:17]([O:20][CH2:21][CH2:22][O:23][C:24]3[C:25]([Cl:32])=[CH:26][C:27]([CH3:31])=[CH:28][C:29]=3[Cl:30])=[CH:16][CH:15]=2)[CH2:12][CH2:13][NH:8][CH2:9]1)=[O:50]. The yield is 0.500. (5) The reactants are [H-].[Na+].[CH3:3][O:4][C:5]([C:7]1([CH2:21][OH:22])[CH2:11][C:10](=[O:12])[N:9]([C:13]2[C:18]([CH3:19])=[CH:17][CH:16]=[CH:15][C:14]=2[CH3:20])[CH2:8]1)=[O:6].[CH3:23][O:24][C:25]1[CH:30]=[CH:29][C:28]([CH2:31]Cl)=[CH:27][CH:26]=1.[NH4+].[Cl-]. The catalyst is C1COCC1. The product is [CH3:3][O:4][C:5]([C:7]1([CH2:21][O:22][CH2:31][C:28]2[CH:29]=[CH:30][C:25]([O:24][CH3:23])=[CH:26][CH:27]=2)[CH2:11][C:10](=[O:12])[N:9]([C:13]2[C:18]([CH3:19])=[CH:17][CH:16]=[CH:15][C:14]=2[CH3:20])[CH2:8]1)=[O:6]. The yield is 0.540.